From a dataset of Full USPTO retrosynthesis dataset with 1.9M reactions from patents (1976-2016). Predict the reactants needed to synthesize the given product. (1) Given the product [CH:1]1([N:7]2[C:8]3[C:9](=[C:12]([C:16]4[CH:21]=[CH:20][CH:19]=[CH:18][CH:17]=4)[CH:13]=[CH:14][CH:15]=3)[CH2:10][NH:11][C:22]2=[O:23])[CH2:2][CH2:3][CH2:4][CH2:5][CH2:6]1, predict the reactants needed to synthesize it. The reactants are: [CH:1]1([NH:7][C:8]2[CH:15]=[CH:14][CH:13]=[C:12]([C:16]3[CH:21]=[CH:20][CH:19]=[CH:18][CH:17]=3)[C:9]=2[CH2:10][NH2:11])[CH2:6][CH2:5][CH2:4][CH2:3][CH2:2]1.[C:22](Cl)(Cl)=[O:23].C1(C)C=CC=CC=1.C(N(CC)CC)C. (2) Given the product [C:25]([OH:30])(=[O:29])[C:26]([OH:28])=[O:27].[NH2:5][CH2:4][CH:3]([NH:16][C:17](=[O:23])[O:18][C:19]([CH3:21])([CH3:20])[CH3:22])[CH:2]([F:24])[F:1], predict the reactants needed to synthesize it. The reactants are: [F:1][CH:2]([F:24])[CH:3]([NH:16][C:17](=[O:23])[O:18][C:19]([CH3:22])([CH3:21])[CH3:20])[CH2:4][NH:5]C(=O)OCC1C=CC=CC=1.[C:25]([OH:30])(=[O:29])[C:26]([OH:28])=[O:27]. (3) Given the product [Br:20][C:21]1[CH:26]=[C:25]([CH3:27])[C:24]([O:28][CH3:29])=[CH:23][C:22]=1[CH2:30][C:31]([N:9]1[CH:10]=[CH:11][C:12](=[O:14])[CH2:13][C@H:8]1[C:5]1[CH:6]=[CH:7][C:2]([F:1])=[CH:3][CH:4]=1)=[O:32], predict the reactants needed to synthesize it. The reactants are: [F:1][C:2]1[CH:7]=[CH:6][C:5]([C@@H:8]2[CH2:13][C:12](=[O:14])[CH:11]=[CH:10][NH:9]2)=[CH:4][CH:3]=1.C([Li])CCC.[Br:20][C:21]1[CH:26]=[C:25]([CH3:27])[C:24]([O:28][CH3:29])=[CH:23][C:22]=1[CH2:30][C:31](Cl)=[O:32].[Cl-].[NH4+]. (4) Given the product [SH:4][CH:5]([CH2:1][CH2:2][SH:3])[CH2:6][CH2:7][CH2:8][CH2:9][C:10]([OH:12])=[O:11], predict the reactants needed to synthesize it. The reactants are: [CH2:1]1[CH:5]([CH2:6][CH2:7][CH2:8][CH2:9][C:10]([OH:12])=[O:11])[S:4][S:3][CH2:2]1.C(=O)(O)[O-].[Na+].[BH4-].[Na+].Cl.[H][H]. (5) Given the product [CH2:1]([O:8][C:9]1[N:18]=[C:17]([C:19]2[CH:20]=[C:21]3[C:25](=[CH:26][CH:27]=2)[N:24]([CH3:28])[CH:23]=[C:22]3[C:44]#[N:43])[C:16]([CH2:29][CH3:30])=[C:15]([O:31][CH2:32][C:33]2[CH:34]=[CH:35][CH:36]=[CH:37][CH:38]=2)[C:10]=1[C:11]([O:13][CH3:14])=[O:12])[C:2]1[CH:7]=[CH:6][CH:5]=[CH:4][CH:3]=1, predict the reactants needed to synthesize it. The reactants are: [CH2:1]([O:8][C:9]1[N:18]=[C:17]([C:19]2[CH:20]=[C:21]3[C:25](=[CH:26][CH:27]=2)[N:24]([CH3:28])[CH:23]=[CH:22]3)[C:16]([CH2:29][CH3:30])=[C:15]([O:31][CH2:32][C:33]2[CH:38]=[CH:37][CH:36]=[CH:35][CH:34]=2)[C:10]=1[C:11]([O:13][CH3:14])=[O:12])[C:2]1[CH:7]=[CH:6][CH:5]=[CH:4][CH:3]=1.ClS([N:43]=[C:44]=O)(=O)=O. (6) Given the product [NH2:9][C:3]1[N:4]=[CH:5][N:6]=[C:7]([NH:20][CH2:19][CH2:18][CH2:17][NH:16][C:15](=[O:21])[CH:38]=[CH2:39])[C:2]=1[C:26]1[CH:27]=[CH:28][C:23]([O:22][C:29]2[CH:34]=[CH:33][CH:32]=[CH:31][CH:30]=2)=[CH:24][CH:25]=1, predict the reactants needed to synthesize it. The reactants are: Cl[C:2]1[C:3]([NH2:9])=[N:4][CH:5]=[N:6][C:7]=1Cl.C(O[C:15](=[O:21])[NH:16][CH2:17][CH2:18][CH2:19][NH2:20])(C)(C)C.[O:22]([C:29]1[CH:34]=[CH:33][C:32](B(O)O)=[CH:31][CH:30]=1)[C:23]1[CH:28]=[CH:27][CH:26]=[CH:25][CH:24]=1.[C:38](Cl)(=O)[CH:39]=C. (7) The reactants are: [Br:1][C:2]1[C:3]([CH:9]([O:12][CH3:13])[O:10][CH3:11])=[CH:4][C:5](Cl)=[N:6][CH:7]=1.[NH:14]1[CH:18]=[C:17]([C:19]([O:21][CH2:22][CH3:23])=[O:20])[CH:16]=[N:15]1.C(=O)([O-])[O-].[K+].[K+].O. Given the product [Br:1][C:2]1[C:3]([CH:9]([O:12][CH3:13])[O:10][CH3:11])=[CH:4][C:5]([N:14]2[CH:18]=[C:17]([C:19]([O:21][CH2:22][CH3:23])=[O:20])[CH:16]=[N:15]2)=[N:6][CH:7]=1, predict the reactants needed to synthesize it.